This data is from Peptide-MHC class I binding affinity with 185,985 pairs from IEDB/IMGT. The task is: Regression. Given a peptide amino acid sequence and an MHC pseudo amino acid sequence, predict their binding affinity value. This is MHC class I binding data. (1) The peptide sequence is FPAQPGLTSA. The MHC is HLA-B51:01 with pseudo-sequence HLA-B51:01. The binding affinity (normalized) is 0.0403. (2) The peptide sequence is KMKDPKMYH. The MHC is HLA-B46:01 with pseudo-sequence HLA-B46:01. The binding affinity (normalized) is 0.0847. (3) The peptide sequence is FPVKPQVPLR. The MHC is HLA-A26:01 with pseudo-sequence HLA-A26:01. The binding affinity (normalized) is 0. (4) The peptide sequence is SAPLPIHTA. The MHC is Patr-A0401 with pseudo-sequence Patr-A0401. The binding affinity (normalized) is 0.123. (5) The peptide sequence is FAFKDLFVV. The MHC is HLA-A02:01 with pseudo-sequence HLA-A02:01. The binding affinity (normalized) is 0.898. (6) The peptide sequence is RTNDLTALL. The MHC is HLA-A68:02 with pseudo-sequence HLA-A68:02. The binding affinity (normalized) is 0.765. (7) The peptide sequence is FMDGKQACV. The MHC is HLA-A68:02 with pseudo-sequence HLA-A68:02. The binding affinity (normalized) is 0.162.